From a dataset of Forward reaction prediction with 1.9M reactions from USPTO patents (1976-2016). Predict the product of the given reaction. (1) Given the reactants [CH2:1]([N:8]([C@@H:19]1[CH2:28][C:27]2[CH:26]=[C:25]([OH:29])[CH:24]=[CH:23][C:22]=2[CH2:21][CH2:20]1)[CH2:9][C@@H:10]([C:12]1[CH:13]=[N:14][C:15](Cl)=[CH:16][CH:17]=1)[OH:11])[C:2]1[CH:7]=[CH:6][CH:5]=[CH:4][CH:3]=1.[Cl-].C[Zn+].[CH2:33](N(CC(O)=O)CC(O)=O)CN(CC(O)=O)CC(O)=O.C(=O)(O)[O-].[Na+], predict the reaction product. The product is: [CH2:1]([N:8]([C@@H:19]1[CH2:28][C:27]2[CH:26]=[C:25]([OH:29])[CH:24]=[CH:23][C:22]=2[CH2:21][CH2:20]1)[CH2:9][C@H:10]([OH:11])[C:12]1[CH:13]=[N:14][C:15]([CH3:33])=[CH:16][CH:17]=1)[C:2]1[CH:7]=[CH:6][CH:5]=[CH:4][CH:3]=1. (2) Given the reactants FC(F)(F)C(O)=O.[F:8][C:9]1[C:14]([C:15]#[N:16])=[C:13]([CH3:17])[C:12]([C@@H:18]2[O:23][CH2:22][C@@H:21]3[CH2:24][NH:25][CH2:26][CH2:27][N:20]3[CH2:19]2)=[CH:11][CH:10]=1.[N:28]1([C:33]2[CH:34]=[CH:35][C:36]([CH2:39][C:40](O)=[O:41])=[N:37][CH:38]=2)[CH:32]=[N:31][N:30]=[N:29]1.C1C=CC2N(O)N=NC=2C=1.C(Cl)CCl.[Cl-].[Na+].O.C([O-])(O)=O.[Na+], predict the reaction product. The product is: [N:28]1([C:33]2[CH:34]=[CH:35][C:36]([CH2:39][C:40]([N:25]3[CH2:26][CH2:27][N:20]4[C@H:21]([CH2:22][O:23][C@@H:18]([C:12]5[C:13]([CH3:17])=[C:14]([C:9]([F:8])=[CH:10][CH:11]=5)[C:15]#[N:16])[CH2:19]4)[CH2:24]3)=[O:41])=[N:37][CH:38]=2)[CH:32]=[N:31][N:30]=[N:29]1. (3) Given the reactants [NH2:1][C:2]1[N:3]=[CH:4][C:5]([C:8]([O:10][CH2:11][CH3:12])=[O:9])=[N:6][CH:7]=1.C1C(=O)N([Br:20])C(=O)C1, predict the reaction product. The product is: [NH2:1][C:2]1[N:3]=[CH:4][C:5]([C:8]([O:10][CH2:11][CH3:12])=[O:9])=[N:6][C:7]=1[Br:20]. (4) Given the reactants [S:1]1[C:5]2[CH:6]=[CH:7][CH:8]=[CH:9][C:4]=2[CH:3]=[C:2]1[C:10]1[C:11](=[O:39])[N:12]([CH2:31][CH2:32][C:33]2[CH:38]=[CH:37][CH:36]=[CH:35][CH:34]=2)[C:13]([C:17]2[CH:22]=[CH:21][CH:20]=[CH:19][C:18]=2[O:23]CC2C=CC=CC=2)=[N:14][C:15]=1[CH3:16], predict the reaction product. The product is: [S:1]1[C:5]2[CH:6]=[CH:7][CH:8]=[CH:9][C:4]=2[CH:3]=[C:2]1[C:10]1[C:11](=[O:39])[N:12]([CH2:31][CH2:32][C:33]2[CH:34]=[CH:35][CH:36]=[CH:37][CH:38]=2)[C:13]([C:17]2[CH:22]=[CH:21][CH:20]=[CH:19][C:18]=2[OH:23])=[N:14][C:15]=1[CH3:16]. (5) Given the reactants [Cl:1][C:2]1[CH:7]=[CH:6][C:5]([CH3:8])=[CH:4][C:3]=1[OH:9].[C:10]([O:14][CH3:15])(=[O:13])[C:11]#[CH:12].CCCC[N+](CCCC)(CCCC)CCCC.[F-].C1COCC1, predict the reaction product. The product is: [Cl:1][C:2]1[CH:7]=[CH:6][C:5]([CH3:8])=[CH:4][C:3]=1[O:9][CH:12]=[CH:11][C:10]([O:14][CH3:15])=[O:13]. (6) Given the reactants [OH:1][C:2]1[CH:7]=[C:6]([O:8][CH2:9][CH:10]([CH3:12])[CH3:11])[CH:5]=[CH:4][C:3]=1[C:13](=[O:22])/[CH:14]=[CH:15]/[C:16]1[CH:21]=[CH:20][CH:19]=[CH:18][N:17]=1, predict the reaction product. The product is: [OH:1][C:2]1[CH:7]=[C:6]([O:8][CH2:9][CH:10]([CH3:12])[CH3:11])[CH:5]=[CH:4][C:3]=1[C:13](=[O:22])[CH2:14][CH2:15][C:16]1[CH:21]=[CH:20][CH:19]=[CH:18][N:17]=1. (7) Given the reactants [O:1]=[C:2]1[NH:6][CH2:5][C:4]2([CH2:11][CH2:10][CH2:9][C:8]([CH2:21][N:22]3[C:26]4[CH:27]=[C:28]([C:31]#[N:32])[CH:29]=[CH:30][C:25]=4[N:24]=[CH:23]3)([CH2:12][O:13]CC3C=CC=CC=3)[CH2:7]2)[O:3]1.C(=O)([O-])[O-].[K+].[K+].N[C@@H]1CCCC[C@H]1N.Br[C:48]1[CH:53]=[CH:52][C:51]([CH3:54])=[CH:50][C:49]=1[Cl:55], predict the reaction product. The product is: [Cl:55][C:49]1[CH:50]=[C:51]([CH3:54])[CH:52]=[CH:53][C:48]=1[N:6]1[CH2:5][C:4]2([CH2:11][CH2:10][CH2:9][C:8]([CH2:21][N:22]3[C:26]4[CH:27]=[C:28]([C:31]#[N:32])[CH:29]=[CH:30][C:25]=4[N:24]=[CH:23]3)([CH2:12][OH:13])[CH2:7]2)[O:3][C:2]1=[O:1].